This data is from Full USPTO retrosynthesis dataset with 1.9M reactions from patents (1976-2016). The task is: Predict the reactants needed to synthesize the given product. Given the product [Br:20][C:21]1[C:22]([N:28]2[CH2:34][CH:33]([OH:35])[CH2:32][N:31]([C:36]([O:38][C:39]([CH3:42])([CH3:41])[CH3:40])=[O:37])[CH2:30][CH2:29]2)=[N:23][C:24]([N:17]2[C:11]3[CH:10]=[C:9]([C:7]4[CH:6]=[N:5][N:4]([CH2:3][C:2]([F:1])([F:18])[F:19])[CH:8]=4)[N:14]=[CH:13][C:12]=3[CH:15]=[N:16]2)=[CH:25][CH:26]=1, predict the reactants needed to synthesize it. The reactants are: [F:1][C:2]([F:19])([F:18])[CH2:3][N:4]1[CH:8]=[C:7]([C:9]2[N:14]=[CH:13][C:12]3[CH:15]=[N:16][NH:17][C:11]=3[CH:10]=2)[CH:6]=[N:5]1.[Br:20][C:21]1[C:22]([N:28]2[CH2:34][CH:33]([OH:35])[CH2:32][N:31]([C:36]([O:38][C:39]([CH3:42])([CH3:41])[CH3:40])=[O:37])[CH2:30][CH2:29]2)=[N:23][C:24](I)=[CH:25][CH:26]=1.CNCCNC.C([O-])([O-])=O.[K+].[K+].